From a dataset of M1 muscarinic receptor agonist screen with 61,833 compounds. Binary Classification. Given a drug SMILES string, predict its activity (active/inactive) in a high-throughput screening assay against a specified biological target. (1) The molecule is Clc1c(cc(S(=O)(=O)N2CCCCCC2)cc1)C(O)=O. The result is 0 (inactive). (2) The molecule is s1c(CN(C2(CCCC2)c2n(nnn2)C2CCCC2)Cc2cc3c([nH]c2=O)c(ccc3)C)ccc1. The result is 0 (inactive).